From a dataset of Reaction yield outcomes from USPTO patents with 853,638 reactions. Predict the reaction yield, written as a fraction of the theoretical maximum amount of product (1.0 means a 100% yield; for example, 0.34 means a 34% yield). (1) The reactants are [Cl-].O[NH3+:3].[C:4](=[O:7])([O-])[OH:5].[Na+].CS(C)=O.[C:13]([O:17][C:18]1[CH:23]=[CH:22][C:21]([N:24]2[C:29](=[O:30])[C:28]([CH2:31][C:32]3[CH:37]=[CH:36][C:35]([C:38]4[C:39]([C:44]#[N:45])=[CH:40][CH:41]=[CH:42][CH:43]=4)=[CH:34][CH:33]=3)=[C:27]([CH2:46][CH2:47][CH3:48])[N:26]=[C:25]2[CH2:49][CH3:50])=[CH:20][CH:19]=1)([CH3:16])([CH3:15])[CH3:14]. The catalyst is O. The product is [C:13]([O:17][C:18]1[CH:19]=[CH:20][C:21]([N:24]2[C:29](=[O:30])[C:28]([CH2:31][C:32]3[CH:33]=[CH:34][C:35]([C:38]4[CH:43]=[CH:42][CH:41]=[CH:40][C:39]=4[C:44]4[NH:3][C:4](=[O:7])[O:5][N:45]=4)=[CH:36][CH:37]=3)=[C:27]([CH2:46][CH2:47][CH3:48])[N:26]=[C:25]2[CH2:49][CH3:50])=[CH:22][CH:23]=1)([CH3:16])([CH3:15])[CH3:14]. The yield is 0.540. (2) The reactants are [CH3:1][O:2][C:3]1[CH:4]=[C:5]2[C:10](=[CH:11][C:12]=1[O:13][CH2:14][CH:15]1[CH2:20][CH2:19][N:18]([CH3:21])[CH2:17][CH2:16]1)[N:9]=[CH:8][NH:7][C:6]2=O.CN(C=O)C.S(Cl)([Cl:30])=O. No catalyst specified. The product is [Cl:30][C:6]1[C:5]2[C:10](=[CH:11][C:12]([O:13][CH2:14][CH:15]3[CH2:20][CH2:19][N:18]([CH3:21])[CH2:17][CH2:16]3)=[C:3]([O:2][CH3:1])[CH:4]=2)[N:9]=[CH:8][N:7]=1. The yield is 0.980. (3) The catalyst is CO. The product is [I:1][C:2]1[N:11]=[CH:10][C:9]2[CH2:8][CH2:7][C:6]3[C:12]([C:16]([NH2:22])=[O:18])=[N:13][N:14]([CH3:15])[C:5]=3[C:4]=2[N:3]=1. The reactants are [I:1][C:2]1[N:11]=[CH:10][C:9]2[CH2:8][CH2:7][C:6]3[C:12]([C:16]([O:18]CC)=O)=[N:13][N:14]([CH3:15])[C:5]=3[C:4]=2[N:3]=1.O.[NH4+:22]. The yield is 0.540. (4) The reactants are Br[C:2]1[CH:14]=[C:13]2[C:5]([C:6]3[C:7](=[O:30])[C:8]4[CH:20]=[C:19]([O:21][CH2:22][C@H:23]5[CH2:27][O:26]C(C)(C)[O:24]5)[CH:18]=[CH:17][C:9]=4[C:10]([CH3:16])([CH3:15])[C:11]=3[NH:12]2)=[CH:4][CH:3]=1.[Cu](C#N)[C:32]#[N:33].CC(N(C)C)=O. The catalyst is O. The product is [OH:24][C@H:23]([CH2:27][OH:26])[CH2:22][O:21][C:19]1[CH:18]=[CH:17][C:9]2[C:10]([CH3:15])([CH3:16])[C:11]3[NH:12][C:13]4[C:5]([C:6]=3[C:7](=[O:30])[C:8]=2[CH:20]=1)=[CH:4][CH:3]=[C:2]([C:32]#[N:33])[CH:14]=4. The yield is 0.220. (5) The reactants are [Si]([O:8][CH:9]1[CH2:12][N:11]([C:13]([C:15]2[S:23][C:22]3[C:17](=[N:18][CH:19]=[CH:20][C:21]=3Cl)[CH:16]=2)=[O:14])[CH2:10]1)(C(C)(C)C)(C)C.[F:25][C:26]1[CH:43]=[C:42]([N+:44]([O-:46])=[O:45])[CH:41]=[CH:40][C:27]=1[O:28]C1C=CN=C2C=C(SC)SC=12. The product is [F:25][C:26]1[CH:43]=[C:42]([N+:44]([O-:46])=[O:45])[CH:41]=[CH:40][C:27]=1[O:28][C:21]1[CH:20]=[CH:19][N:18]=[C:17]2[CH:16]=[C:15]([C:13]([N:11]3[CH2:10][CH:9]([OH:8])[CH2:12]3)=[O:14])[S:23][C:22]=12. No catalyst specified. The yield is 0.390.